Dataset: Reaction yield outcomes from USPTO patents with 853,638 reactions. Task: Predict the reaction yield, written as a fraction of the theoretical maximum amount of product (1.0 means a 100% yield; for example, 0.34 means a 34% yield). (1) The reactants are [CH3:1][N:2]([CH2:13][C:14]1[N:18]([CH2:19][C@H:20]2[CH2:25][CH2:24][CH2:23][N:22]([CH2:26][C:27]3[CH:32]=[CH:31][CH:30]=CN=3)[CH2:21]2)[C:17]2[CH:33]=[CH:34][CH:35]=[CH:36][C:16]=2[N:15]=1)[C@@H:3]1[C:12]2[N:11]=[CH:10][CH:9]=[CH:8][C:7]=2[CH2:6][CH2:5][CH2:4]1.CN(CC1N(C[C@H]2CCCNC2)C2C=CC=CC=2N=1)[C@@H]1C2N=CC=CC=2CCC1.[S:66]1C=CC=C1C=O. No catalyst specified. The product is [CH3:1][N:2]([CH2:13][C:14]1[N:18]([CH2:19][C@H:20]2[CH2:25][CH2:24][CH2:23][N:22]([CH2:26][C:27]3[S:66][CH:30]=[CH:31][CH:32]=3)[CH2:21]2)[C:17]2[CH:33]=[CH:34][CH:35]=[CH:36][C:16]=2[N:15]=1)[C@@H:3]1[C:12]2[N:11]=[CH:10][CH:9]=[CH:8][C:7]=2[CH2:6][CH2:5][CH2:4]1. The yield is 0.540. (2) The reactants are [CH3:1][C:2]1[N:7]([CH2:8][C:9]2[S:13][C:12]([C:14]([F:17])([F:16])[F:15])=[N:11][CH:10]=2)[C:6](=[O:18])[N:5]=[C:4](SC)[N:3]=1.Cl.[F:22][C:23]1[CH:28]=[CH:27][C:26]([C:29]2[CH2:30][CH2:31][NH:32][CH2:33][CH:34]=2)=[CH:25][CH:24]=1.C(N(CC)C(C)C)(C)C. The catalyst is O1CCOCC1. The product is [F:22][C:23]1[CH:28]=[CH:27][C:26]([C:29]2[CH2:34][CH2:33][N:32]([C:4]3[N:3]=[C:2]([CH3:1])[N:7]([CH2:8][C:9]4[S:13][C:12]([C:14]([F:17])([F:16])[F:15])=[N:11][CH:10]=4)[C:6](=[O:18])[N:5]=3)[CH2:31][CH:30]=2)=[CH:25][CH:24]=1. The yield is 0.610.